From a dataset of Full USPTO retrosynthesis dataset with 1.9M reactions from patents (1976-2016). Predict the reactants needed to synthesize the given product. (1) Given the product [CH3:14][S:15][C:16]1[C:17]([CH:25]=[O:26])=[N:18][CH:19]=[CH:20][CH:21]=1, predict the reactants needed to synthesize it. The reactants are: CN(CCN(C)C)C.[Li]CCCC.[CH3:14][S:15][C:16]1[CH:17]=[N:18][CH:19]=[CH:20][CH:21]=1.CN([CH:25]=[O:26])C.C(=O)(O)[O-].[Na+]. (2) Given the product [NH2:32][C:30]1[N:31]=[C:4]([OH:5])[C:3]([CH2:9][C:10]2[CH:15]=[CH:14][C:13]([CH2:16][O:17][CH:18]3[CH2:23][CH2:22][CH2:21][CH2:20][O:19]3)=[CH:12][CH:11]=2)=[C:2]([CH3:24])[N:29]=1, predict the reactants needed to synthesize it. The reactants are: O=[C:2]([CH3:24])[CH:3]([CH2:9][C:10]1[CH:15]=[CH:14][C:13]([CH2:16][O:17][CH:18]2[CH2:23][CH2:22][CH2:21][CH2:20][O:19]2)=[CH:12][CH:11]=1)[C:4](OCC)=[O:5].C(=O)(O)O.[NH2:29][C:30]([NH2:32])=[NH:31]. (3) Given the product [NH2:1][C:2]1[C:12]([CH2:13][CH3:14])=[C:11]([CH2:15][N:16]2[CH2:21][CH2:20][CH2:19][C@H:18]([N:22]([CH3:30])[C:23]([O:25][C:26]([CH3:27])([CH3:29])[CH3:28])=[O:24])[CH2:17]2)[C:10]([C:31]([F:34])([F:32])[F:33])=[CH:9][C:3]=1[C:4]([O:6][CH2:7][CH3:8])=[O:5], predict the reactants needed to synthesize it. The reactants are: [NH2:1][C:2]1[C:12]([CH:13]=[CH2:14])=[C:11]([CH2:15][N:16]2[CH2:21][CH2:20][CH2:19][C@H:18]([N:22]([CH3:30])[C:23]([O:25][C:26]([CH3:29])([CH3:28])[CH3:27])=[O:24])[CH2:17]2)[C:10]([C:31]([F:34])([F:33])[F:32])=[CH:9][C:3]=1[C:4]([O:6][CH2:7][CH3:8])=[O:5].C(OCC)(=O)C. (4) Given the product [CH3:40][N:23]([CH3:22])/[CH:24]=[C:25](\[F:21])/[C:26]([C:28]1[N:32]([CH:33]2[CH2:38][CH2:37][CH2:36][CH2:35][CH2:34]2)[C:31]([CH3:39])=[N:30][CH:29]=1)=[O:27], predict the reactants needed to synthesize it. The reactants are: [B-](F)(F)(F)F.[B-](F)(F)(F)F.C1[N+]2(CCl)CC[N+]([F:21])(CC2)C1.[CH3:22][N:23]([CH3:40])/[CH:24]=[CH:25]/[C:26]([C:28]1[N:32]([CH:33]2[CH2:38][CH2:37][CH2:36][CH2:35][CH2:34]2)[C:31]([CH3:39])=[N:30][CH:29]=1)=[O:27]. (5) The reactants are: [NH2:1][C:2]12[CH2:9][CH2:8][C:5]([CH2:10][CH2:11][C:12]3[C:13]([F:31])=[CH:14][N:15]=[C:16]4[C:21]=3[N:20]=[C:19]([O:22][CH2:23][CH2:24][CH2:25][C:26]([O:28][CH2:29][CH3:30])=[O:27])[CH:18]=[CH:17]4)([CH2:6][CH2:7]1)[O:4][CH2:3]2.[O:32]=[C:33]1[CH2:38][O:37][C:36]2[CH:39]=[CH:40][C:41]([CH:43]=O)=[N:42][C:35]=2[NH:34]1. Given the product [F:31][C:13]1[C:12]([CH2:11][CH2:10][C:5]23[CH2:8][CH2:9][C:2]([NH:1][CH2:43][C:41]4[CH:40]=[CH:39][C:36]5[O:37][CH2:38][C:33](=[O:32])[NH:34][C:35]=5[N:42]=4)([CH2:7][CH2:6]2)[CH2:3][O:4]3)=[C:21]2[C:16]([CH:17]=[CH:18][C:19]([O:22][CH2:23][CH2:24][CH2:25][C:26]([O:28][CH2:29][CH3:30])=[O:27])=[N:20]2)=[N:15][CH:14]=1, predict the reactants needed to synthesize it.